From a dataset of Merck oncology drug combination screen with 23,052 pairs across 39 cell lines. Regression. Given two drug SMILES strings and cell line genomic features, predict the synergy score measuring deviation from expected non-interaction effect. Drug 1: O=C(CCCCCCC(=O)Nc1ccccc1)NO. Drug 2: Nc1ccn(C2OC(CO)C(O)C2(F)F)c(=O)n1. Cell line: ES2. Synergy scores: synergy=10.5.